Dataset: Experimental lipophilicity measurements (octanol/water distribution) for 4,200 compounds from AstraZeneca. Task: Regression/Classification. Given a drug SMILES string, predict its absorption, distribution, metabolism, or excretion properties. Task type varies by dataset: regression for continuous measurements (e.g., permeability, clearance, half-life) or binary classification for categorical outcomes (e.g., BBB penetration, CYP inhibition). For this dataset (lipophilicity_astrazeneca), we predict Y. (1) The compound is O=c1[nH]c2c(O)ccc([C@@H](O)CNCCCOCCNCCc3cccc(Cl)c3)c2s1. The Y is -0.0300 logD. (2) The compound is COCCNCc1ccc(CCNC[C@H](O)c2ccc(O)c3[nH]c(=O)sc23)cc1. The Y is -0.540 logD. (3) The molecule is O=S(=O)(Nc1ccc2[nH]c(-c3ccc(Br)o3)nc2c1)c1ccccc1. The Y is 4.38 logD. (4) The molecule is CC(C)Nc1ccc2cnn(-c3cncc(-n4ccc(CC(=O)O)c4)n3)c2c1. The Y is 1.24 logD. (5) The compound is CCCC(C)(COC(N)=O)COC(=O)NC(C)C. The Y is 2.01 logD. (6) The drug is Oc1ccnc2ccccc12. The Y is 0.800 logD. (7) The molecule is CCCC1CCCCC(N)=N1. The Y is 1.10 logD.